Dataset: NCI-60 drug combinations with 297,098 pairs across 59 cell lines. Task: Regression. Given two drug SMILES strings and cell line genomic features, predict the synergy score measuring deviation from expected non-interaction effect. (1) Drug 1: C1CCC(CC1)NC(=O)N(CCCl)N=O. Drug 2: CC12CCC3C(C1CCC2O)C(CC4=C3C=CC(=C4)O)CCCCCCCCCS(=O)CCCC(C(F)(F)F)(F)F. Cell line: SK-OV-3. Synergy scores: CSS=1.91, Synergy_ZIP=-3.36, Synergy_Bliss=-6.54, Synergy_Loewe=-5.91, Synergy_HSA=-5.86. (2) Drug 1: CC1=C2C(C(=O)C3(C(CC4C(C3C(C(C2(C)C)(CC1OC(=O)C(C(C5=CC=CC=C5)NC(=O)C6=CC=CC=C6)O)O)OC(=O)C7=CC=CC=C7)(CO4)OC(=O)C)O)C)OC(=O)C. Drug 2: COCCOC1=C(C=C2C(=C1)C(=NC=N2)NC3=CC=CC(=C3)C#C)OCCOC. Cell line: UACC62. Synergy scores: CSS=60.1, Synergy_ZIP=1.02, Synergy_Bliss=0.961, Synergy_Loewe=4.56, Synergy_HSA=7.34.